This data is from Reaction yield outcomes from USPTO patents with 853,638 reactions. The task is: Predict the reaction yield, written as a fraction of the theoretical maximum amount of product (1.0 means a 100% yield; for example, 0.34 means a 34% yield). (1) The reactants are [CH2:1]1[CH:6]2[CH2:7][C:8]3([NH2:11])[CH2:10][CH:4]([CH2:5]2)[CH2:3][CH:2]1[CH2:9]3.Cl[CH2:13][C:14]1[O:18][N:17]=[C:16]([C:19]2[CH:24]=[CH:23][CH:22]=[CH:21][CH:20]=2)[N:15]=1. No catalyst specified. The product is [C:19]1([C:16]2[N:15]=[C:14]([CH2:13][NH:11][C:8]34[CH2:10][CH:4]5[CH2:5][CH:6]([CH2:1][CH:2]([CH2:3]5)[CH2:9]3)[CH2:7]4)[O:18][N:17]=2)[CH:20]=[CH:21][CH:22]=[CH:23][CH:24]=1. The yield is 0.740. (2) The reactants are [Cl:1][C:2]([F:18])([F:17])[C:3]1[N:8]=[C:7]([C:9]([OH:11])=O)[CH:6]=[C:5]([C:12]2[O:13][CH:14]=[CH:15][CH:16]=2)[CH:4]=1.Cl.[CH3:20][NH:21][O:22][CH3:23].Cl.CN(C)CCCN=C=NCC.ON1C2C=CC=CC=2N=N1.C(N(CC)C(C)C)(C)C.F[P-](F)(F)(F)(F)F.N1(OC(N(C)C)=[N+](C)C)C2N=CC=CC=2N=N1. The catalyst is CN(C=O)C.CCOC(C)=O. The product is [CH3:23][O:22][N:21]([CH3:20])[C:9]([C:7]1[CH:6]=[C:5]([C:12]2[O:13][CH:14]=[CH:15][CH:16]=2)[CH:4]=[C:3]([C:2]([Cl:1])([F:18])[F:17])[N:8]=1)=[O:11]. The yield is 0.610.